Dataset: Full USPTO retrosynthesis dataset with 1.9M reactions from patents (1976-2016). Task: Predict the reactants needed to synthesize the given product. The reactants are: Cl[C:2]1[C:11]2[C:6](=[CH:7][C:8]([O:14][CH3:15])=[C:9]([O:12][CH3:13])[CH:10]=2)[N:5]=[CH:4][CH:3]=1.[C:16]([O:25][CH2:26][CH2:27]/[CH:28]=[CH:29]\[CH2:30][CH3:31])(=[O:24])[C:17]1[C:18](=[CH:20][CH:21]=[CH:22][CH:23]=1)[OH:19]. Given the product [CH3:13][O:12][C:9]1[CH:10]=[C:11]2[C:6](=[CH:7][C:8]=1[O:14][CH3:15])[N:5]=[CH:4][CH:3]=[C:2]2[O:19][C:18]1[CH:20]=[CH:21][CH:22]=[CH:23][C:17]=1[C:16]([O:25][CH2:26][CH2:27]/[CH:28]=[CH:29]\[CH2:30][CH3:31])=[O:24], predict the reactants needed to synthesize it.